From a dataset of Catalyst prediction with 721,799 reactions and 888 catalyst types from USPTO. Predict which catalyst facilitates the given reaction. (1) Reactant: C(OC(=O)[NH:7][CH2:8][CH:9]1[CH2:14][CH2:13][CH2:12][N:11]([CH2:15][CH:16]([C:18]2[C:27]([Cl:28])=[CH:26][CH:25]=[C:24]3[C:19]=2[N:20]=[C:21]([O:29][CH3:30])[CH:22]=[N:23]3)[OH:17])[CH2:10]1)(C)(C)C.C(O)(C(F)(F)F)=O.[OH-].[Na+]. Product: [NH2:7][CH2:8][CH:9]1[CH2:14][CH2:13][CH2:12][N:11]([CH2:15][CH:16]([C:18]2[C:27]([Cl:28])=[CH:26][CH:25]=[C:24]3[C:19]=2[N:20]=[C:21]([O:29][CH3:30])[CH:22]=[N:23]3)[OH:17])[CH2:10]1. The catalyst class is: 4. (2) Reactant: [NH2:1][CH2:2][CH2:3][C:4]1[CH:9]=[CH:8][N:7]=[CH:6][CH:5]=1.[N+:10]([C:13]1[CH:14]=[C:15]([S:19](Cl)(=[O:21])=[O:20])[CH:16]=[CH:17][CH:18]=1)([O-:12])=[O:11].C(N(CC)CC)C.O. Product: [N+:10]([C:13]1[CH:14]=[C:15]([S:19]([NH:1][CH2:2][CH2:3][C:4]2[CH:9]=[CH:8][N:7]=[CH:6][CH:5]=2)(=[O:21])=[O:20])[CH:16]=[CH:17][CH:18]=1)([O-:12])=[O:11]. The catalyst class is: 12.